The task is: Predict the reactants needed to synthesize the given product.. This data is from Full USPTO retrosynthesis dataset with 1.9M reactions from patents (1976-2016). Given the product [Br:1][C:2]1[CH:7]=[CH:6][CH:5]=[CH:4][C:3]=1[O:8][CH2:12][CH2:13][F:14], predict the reactants needed to synthesize it. The reactants are: [Br:1][C:2]1[CH:7]=[CH:6][CH:5]=[CH:4][C:3]=1[OH:8].[H-].[Na+].Br[CH2:12][CH2:13][F:14].